The task is: Predict the reaction yield, written as a fraction of the theoretical maximum amount of product (1.0 means a 100% yield; for example, 0.34 means a 34% yield).. This data is from Reaction yield outcomes from USPTO patents with 853,638 reactions. The reactants are [Cl:1][C:2]1[N:7]=[CH:6][C:5]([S:8](Cl)(=[O:10])=[O:9])=[CH:4][CH:3]=1.C(=O)([O-])[O-].[K+].[K+].[N:18]1([C:24]([O:26][C:27]([CH3:30])([CH3:29])[CH3:28])=[O:25])[CH2:23][CH2:22][NH:21][CH2:20][CH2:19]1. The catalyst is ClCCl. The product is [Cl:1][C:2]1[N:7]=[CH:6][C:5]([S:8]([N:21]2[CH2:20][CH2:19][N:18]([C:24]([O:26][C:27]([CH3:30])([CH3:29])[CH3:28])=[O:25])[CH2:23][CH2:22]2)(=[O:10])=[O:9])=[CH:4][CH:3]=1. The yield is 0.350.